Dataset: Forward reaction prediction with 1.9M reactions from USPTO patents (1976-2016). Task: Predict the product of the given reaction. (1) The product is: [Cl:13][C:14]1[CH:15]=[CH:16][C:17]([C:20]2[N:21]([CH3:26])[C:22]([C:3](=[O:6])[CH2:4][CH3:5])=[CH:23][C:24]=2[CH3:25])=[CH:18][CH:19]=1. Given the reactants CN(C)[C:3](=[O:6])[CH2:4][CH3:5].O=P(Cl)(Cl)Cl.[Cl:13][C:14]1[CH:19]=[CH:18][C:17]([C:20]2[N:21]([CH3:26])[CH:22]=[CH:23][C:24]=2[CH3:25])=[CH:16][CH:15]=1.O.O.O.C([O-])(=O)C.[Na+], predict the reaction product. (2) Given the reactants [Cl:1][C:2]1[CH:7]=[CH:6][C:5]([OH:8])=[CH:4][C:3]=1[N+:9]([O-:11])=[O:10].Br[CH2:13][C:14]1[S:18][C:17]([Cl:19])=[N:16][CH:15]=1, predict the reaction product. The product is: [Cl:19][C:17]1[S:18][C:14]([CH2:13][O:8][C:5]2[CH:6]=[CH:7][C:2]([Cl:1])=[C:3]([N+:9]([O-:11])=[O:10])[CH:4]=2)=[CH:15][N:16]=1. (3) Given the reactants [Cl:1][C:2]1[CH:7]=[CH:6][C:5]([S:8]([NH:11][C@@H:12]([C:20]2[CH2:24][C:23](=[O:25])[O:22][N:21]=2)[CH2:13][C:14]2[CH:19]=[CH:18][CH:17]=[CH:16][CH:15]=2)(=[O:10])=[O:9])=[CH:4][CH:3]=1.[CH:26](=O)[CH3:27], predict the reaction product. The product is: [Cl:1][C:2]1[CH:7]=[CH:6][C:5]([S:8]([NH:11][C@@H:12]([C:20]2=[N:21][O:22][C:23](=[O:25])/[C:24]/2=[CH:26]\[CH3:27])[CH2:13][C:14]2[CH:19]=[CH:18][CH:17]=[CH:16][CH:15]=2)(=[O:10])=[O:9])=[CH:4][CH:3]=1. (4) Given the reactants [C:1]([CH2:3][CH2:4][C:5]([NH:7][CH:8]([B:21]1[O:29][CH:28]2[C:23]([CH3:33])([CH:24]3[CH2:30][CH:26]([CH2:27]2)[C:25]3([CH3:32])[CH3:31])[O:22]1)[CH2:9][C:10]1[C:11]([O:19][CH3:20])=[C:12]([CH:16]=[CH:17][CH:18]=1)[C:13]([OH:15])=[O:14])=[O:6])#[N:2].Cl[CH:35]([O:37][C:38](=[O:42])[CH:39]([CH3:41])[CH3:40])[CH3:36], predict the reaction product. The product is: [C:38]([O:37][CH:35]([O:14][C:13](=[O:15])[C:12]1[CH:16]=[CH:17][CH:18]=[C:10]([CH2:9][CH:8]([NH:7][C:5](=[O:6])[CH2:4][CH2:3][C:1]#[N:2])[B:21]2[O:29][CH:28]3[C:23]([CH3:33])([CH:24]4[CH2:30][CH:26]([CH2:27]3)[C:25]4([CH3:32])[CH3:31])[O:22]2)[C:11]=1[O:19][CH3:20])[CH3:36])(=[O:42])[CH:39]([CH3:41])[CH3:40]. (5) Given the reactants [CH2:1]1[C:9]2[C:4](=[CH:5][C:6]([N:10]3[C:15]4[N:16]=[C:17]([NH:20][C:21]5[CH:26]=[CH:25][C:24]([CH:27]6[CH2:32][CH2:31][N:30]([CH2:33][C:34](O)=[O:35])[CH2:29][CH2:28]6)=[CH:23][CH:22]=5)[N:18]=[CH:19][C:14]=4[C:13](=[O:37])[C:12]([C:38](=[O:42])[NH:39][O:40][CH3:41])=[CH:11]3)=[CH:7][CH:8]=2)[CH2:3][CH2:2]1.C(Cl)(=O)C([Cl:46])=O.CN(C=O)C, predict the reaction product. The product is: [CH2:1]1[C:9]2[C:4](=[CH:5][C:6]([N:10]3[C:15]4[N:16]=[C:17]([NH:20][C:21]5[CH:26]=[CH:25][C:24]([CH:27]6[CH2:32][CH2:31][N:30]([CH2:33][C:34]([Cl:46])=[O:35])[CH2:29][CH2:28]6)=[CH:23][CH:22]=5)[N:18]=[CH:19][C:14]=4[C:13](=[O:37])[C:12]([C:38](=[O:42])[NH:39][O:40][CH3:41])=[CH:11]3)=[CH:7][CH:8]=2)[CH2:3][CH2:2]1.